This data is from Reaction yield outcomes from USPTO patents with 853,638 reactions. The task is: Predict the reaction yield, written as a fraction of the theoretical maximum amount of product (1.0 means a 100% yield; for example, 0.34 means a 34% yield). (1) The reactants are [CH3:1][C:2]1([C:8]([OH:10])=O)[CH2:7][CH2:6][CH2:5][CH2:4][CH2:3]1.CN(C(ON1N=NC2C=CC=CC1=2)=[N+](C)C)C.[B-](F)(F)(F)F.CN1CCOCC1.[O:40]1[CH2:45][CH2:44][NH:43][C:42]2[N:46]=[C:47]([CH2:50][CH2:51][O:52][C:53]3[CH:65]=[CH:64][C:56]([CH2:57][C@@H:58]([C:60]([O:62]C)=[O:61])[NH2:59])=[CH:55][CH:54]=3)[CH:48]=[CH:49][C:41]1=2.[OH-].[Na+]. The catalyst is CN(C=O)C. The product is [O:40]1[CH2:45][CH2:44][NH:43][C:42]2[N:46]=[C:47]([CH2:50][CH2:51][O:52][C:53]3[CH:65]=[CH:64][C:56]([CH2:57][C@@H:58]([C:60]([OH:62])=[O:61])[NH:59][C:8]([C:2]4([CH3:1])[CH2:3][CH2:4][CH2:5][CH2:6][CH2:7]4)=[O:10])=[CH:55][CH:54]=3)[CH:48]=[CH:49][C:41]1=2. The yield is 0.760. (2) The reactants are [CH2:1]([O:3][CH:4]([O:14][CH2:15][CH3:16])[CH2:5][O:6][C:7]1[N:12]=[CH:11][C:10](F)=[CH:9][N:8]=1)[CH3:2].CC(C)([O-])C.[K+].CN(C)C(=O)C.[CH3:29][N:30]1[CH:34]=[CH:33][C:32]([NH:35][C:36]2[C:45]3[C:40](=[CH:41][CH:42]=[C:43]([OH:46])[CH:44]=3)[N:39]=[CH:38][N:37]=2)=[N:31]1. The catalyst is O. The product is [CH2:1]([O:3][CH:4]([O:14][CH2:15][CH3:16])[CH2:5][O:6][C:7]1[N:12]=[CH:11][C:10]([O:46][C:43]2[CH:44]=[C:45]3[C:40](=[CH:41][CH:42]=2)[N:39]=[CH:38][N:37]=[C:36]3[NH:35][C:32]2[CH:33]=[CH:34][N:30]([CH3:29])[N:31]=2)=[CH:9][N:8]=1)[CH3:2]. The yield is 0.370. (3) The reactants are [CH3:1][O:2][C:3](=[O:14])[C:4]1[CH:9]=[CH:8][C:7]([F:10])=[C:6]([N+:11]([O-])=O)[CH:5]=1.[H][H]. The catalyst is C(O)C.[Pd]. The product is [CH3:1][O:2][C:3](=[O:14])[C:4]1[CH:9]=[CH:8][C:7]([F:10])=[C:6]([NH2:11])[CH:5]=1. The yield is 0.890. (4) The reactants are [C:1]([O:5][C:6](=[O:18])[NH:7][CH2:8][C@H:9]1[CH2:14][CH2:13][C@H:12]([C:15](=O)[NH2:16])[CH2:11][CH2:10]1)([CH3:4])([CH3:3])[CH3:2].C1CCN2C(=NCCC2)CC1.P(Cl)(Cl)(OCC)=O.[NH4+].[Cl-]. The catalyst is C(Cl)Cl.CO. The product is [C:1]([O:5][C:6](=[O:18])[NH:7][CH2:8][C@H:9]1[CH2:10][CH2:11][C@H:12]([C:15]#[N:16])[CH2:13][CH2:14]1)([CH3:4])([CH3:2])[CH3:3]. The yield is 0.880. (5) The reactants are [C:1]1([C:7]2[NH:8][C:9]3[C:14]([C:15]=2[CH2:16][C:17](OCC)=[O:18])=[CH:13][CH:12]=[CH:11][CH:10]=3)[CH:6]=[CH:5][CH:4]=[CH:3][CH:2]=1.[CH2:22]([NH2:25])[CH2:23][NH2:24]. No catalyst specified. The product is [NH2:24][CH2:23][CH2:22][NH:25][C:17](=[O:18])[CH2:16][C:15]1[C:14]2[C:9](=[CH:10][CH:11]=[CH:12][CH:13]=2)[NH:8][C:7]=1[C:1]1[CH:2]=[CH:3][CH:4]=[CH:5][CH:6]=1. The yield is 0.800.